Dataset: Reaction yield outcomes from USPTO patents with 853,638 reactions. Task: Predict the reaction yield, written as a fraction of the theoretical maximum amount of product (1.0 means a 100% yield; for example, 0.34 means a 34% yield). The reactants are CN(C)C=O.Br[C:7]1[CH:8]=[CH:9][C:10]([F:15])=[C:11]([CH:14]=1)[C:12]#[N:13].C([Sn](CCCC)(CCCC)[C:21]1[S:22][CH:23]=[CH:24][CH:25]=1)CCC. The catalyst is C(OCC)(=O)C.C1C=CC([P]([Pd]([P](C2C=CC=CC=2)(C2C=CC=CC=2)C2C=CC=CC=2)([P](C2C=CC=CC=2)(C2C=CC=CC=2)C2C=CC=CC=2)[P](C2C=CC=CC=2)(C2C=CC=CC=2)C2C=CC=CC=2)(C2C=CC=CC=2)C2C=CC=CC=2)=CC=1. The product is [F:15][C:10]1[CH:9]=[CH:8][C:7]([C:21]2[S:22][CH:23]=[CH:24][CH:25]=2)=[CH:14][C:11]=1[C:12]#[N:13]. The yield is 0.890.